Predict the product of the given reaction. From a dataset of Forward reaction prediction with 1.9M reactions from USPTO patents (1976-2016). (1) The product is: [C:19]([NH:12][C:10]1[S:11][C:7]([C@H:3]2[CH2:4][CH2:5][CH2:6][C@H:1]([C:13]3[S:17][C:16]([NH:18][C:65](=[O:67])[CH2:64][C:60]4[CH:61]=[CH:62][CH:63]=[C:58]([O:57][CH3:56])[CH:59]=4)=[N:15][N:14]=3)[CH2:2]2)=[N:8][N:9]=1)(=[O:21])[CH3:20]. Given the reactants [C@H:1]1([C:13]2[S:17][C:16]([NH2:18])=[N:15][N:14]=2)[CH2:6][CH2:5][CH2:4][C@H:3]([C:7]2[S:11][C:10]([NH2:12])=[N:9][N:8]=2)[CH2:2]1.[C:19](O)(=[O:21])[CH3:20].CN(C(ON1N=NC2C=CC=NC1=2)=[N+](C)C)C.F[P-](F)(F)(F)(F)F.CCN(C(C)C)C(C)C.[CH3:56][O:57][C:58]1[CH:59]=[C:60]([CH2:64][C:65]([OH:67])=O)[CH:61]=[CH:62][CH:63]=1, predict the reaction product. (2) Given the reactants [C:1]([N:5]1[CH:9]=[C:8]([CH2:10][CH2:11][CH2:12][CH3:13])[C:7](=[NH:14])[S:6]1)([CH3:4])([CH3:3])[CH3:2].[C:15]([OH:28])(=O)[C:16]1([CH2:26][CH2:25][CH:21]([C:22](O)=[O:23])[C:18]1([CH3:20])[CH3:19])[CH3:17].[NH3:29], predict the reaction product. The product is: [CH2:10]([C:8]1=[CH:9][N:5]([C:1]([CH3:4])([CH3:3])[CH3:2])[S:6]/[C:7]/1=[N:14]\[C:22]([C@H:21]1[CH2:25][CH2:26][C@@:16]([CH3:17])([C:15]([NH2:29])=[O:28])[C:18]1([CH3:20])[CH3:19])=[O:23])[CH2:11][CH2:12][CH3:13]. (3) Given the reactants [OH:1][C:2]1[CH2:7][C:6]([CH:16]([CH3:18])[CH3:17])([CH2:8][CH2:9][C:10]2[S:14][CH:13]=[N:12][C:11]=2[CH3:15])[O:5][C:4](=[O:19])[CH:3]=1.[C:20]([C:24]1[CH:29]=[C:28]([CH2:30][OH:31])[C:27]([CH3:32])=[CH:26][C:25]=1[S:33]S(C1C=CC(C)=CC=1)(=O)=O)([CH3:23])([CH3:22])[CH3:21].C(=O)([O-])[O-].[K+].[K+], predict the reaction product. The product is: [C:20]([C:24]1[CH:29]=[C:28]([CH2:30][OH:31])[C:27]([CH3:32])=[CH:26][C:25]=1[S:33][C:3]1[C:4](=[O:19])[O:5][C:6]([CH:16]([CH3:17])[CH3:18])([CH2:8][CH2:9][C:10]2[S:14][CH:13]=[N:12][C:11]=2[CH3:15])[CH2:7][C:2]=1[OH:1])([CH3:23])([CH3:22])[CH3:21]. (4) Given the reactants [CH:1]1([O:4][C:5]2[CH:6]=[C:7]([C:15]3[N:32]([CH2:33][O:34][CH2:35][CH2:36][Si:37]([CH3:40])([CH3:39])[CH3:38])[C:18]4[CH:19]=[N:20][N:21]([CH2:24][O:25][CH2:26][CH2:27][Si:28]([CH3:31])([CH3:30])[CH3:29])[C:22](=[O:23])[C:17]=4[C:16]=3[CH:41]=[CH:42][CH:43]3[CH2:45][CH2:44]3)[CH:8]=[CH:9][C:10]=2[O:11][CH:12]([F:14])[F:13])[CH2:3][CH2:2]1.C1(OC2C=C(C3N(COCC[Si](C)(C)C)C4C=NN(COCC[Si](C)(C)C)C(=O)C=4C=3C=CCCC)C=CC=2OC(F)F)CC1, predict the reaction product. The product is: [CH:1]1([O:4][C:5]2[CH:6]=[C:7]([C:15]3[N:32]([CH2:33][O:34][CH2:35][CH2:36][Si:37]([CH3:40])([CH3:39])[CH3:38])[C:18]4[CH:19]=[N:20][N:21]([CH2:24][O:25][CH2:26][CH2:27][Si:28]([CH3:29])([CH3:30])[CH3:31])[C:22](=[O:23])[C:17]=4[C:16]=3[CH2:41][CH2:42][CH:43]3[CH2:45][CH2:44]3)[CH:8]=[CH:9][C:10]=2[O:11][CH:12]([F:13])[F:14])[CH2:2][CH2:3]1.